From a dataset of Reaction yield outcomes from USPTO patents with 853,638 reactions. Predict the reaction yield, written as a fraction of the theoretical maximum amount of product (1.0 means a 100% yield; for example, 0.34 means a 34% yield). The reactants are C([O:8][C:9]1[CH:10]=[CH:11][C:12]([N+:22]([O-])=O)=[C:13]([C:15](=[O:21])[C:16]#[C:17][CH2:18][CH2:19][CH3:20])[CH:14]=1)C1C=CC=CC=1. The catalyst is C(O)C.[Pd]. The product is [NH2:22][C:12]1[CH:11]=[CH:10][C:9]([OH:8])=[CH:14][C:13]=1[C:15](=[O:21])[CH2:16][CH2:17][CH2:18][CH2:19][CH3:20]. The yield is 0.950.